Dataset: Forward reaction prediction with 1.9M reactions from USPTO patents (1976-2016). Task: Predict the product of the given reaction. (1) Given the reactants [C:1]([C:3]1[CH:8]=[CH:7][C:6]([C:9]2[N:13]3[N:14]=[C:15]([C:18]4[CH:40]=[CH:39][C:21]([C:22]([N:24]5[CH2:29][CH2:28][CH:27]([N:30](C)[C:31](=O)OC(C)(C)C)[CH2:26][CH2:25]5)=[O:23])=[CH:20][CH:19]=4)[CH:16]=[CH:17][C:12]3=[N:11][CH:10]=2)=[CH:5][CH:4]=1)#[N:2].C(O)(C(F)(F)F)=O, predict the reaction product. The product is: [CH3:31][NH:30][CH:27]1[CH2:28][CH2:29][N:24]([C:22]([C:21]2[CH:20]=[CH:19][C:18]([C:15]3[CH:16]=[CH:17][C:12]4[N:13]([C:9]([C:6]5[CH:5]=[CH:4][C:3]([C:1]#[N:2])=[CH:8][CH:7]=5)=[CH:10][N:11]=4)[N:14]=3)=[CH:40][CH:39]=2)=[O:23])[CH2:25][CH2:26]1. (2) Given the reactants [F:1][C:2]1[CH:7]=[CH:6][C:5]([CH:8]([C:46]2[CH:51]=[CH:50][C:49]([F:52])=[CH:48][CH:47]=2)[C:9](=O)[CH2:10][N:11]([CH2:21][C@@H:22]2[CH2:27][N:26]([C:28]([O:30][CH2:31][C:32]3[CH:37]=[CH:36][CH:35]=[CH:34][CH:33]=3)=[O:29])[CH2:25][CH2:24][N:23]2C(OC(C)(C)C)=O)[CH2:12][C:13]2[CH:18]=[CH:17][CH:16]=[CH:15][C:14]=2[O:19][CH3:20])=[CH:4][CH:3]=1.Cl, predict the reaction product. The product is: [F:1][C:2]1[CH:3]=[CH:4][C:5]([CH:8]([C:46]2[CH:47]=[CH:48][C:49]([F:52])=[CH:50][CH:51]=2)[C@H:9]2[N:23]3[CH2:24][CH2:25][N:26]([C:28]([O:30][CH2:31][C:32]4[CH:33]=[CH:34][CH:35]=[CH:36][CH:37]=4)=[O:29])[CH2:27][C@H:22]3[CH2:21][N:11]([CH2:12][C:13]3[CH:18]=[CH:17][CH:16]=[CH:15][C:14]=3[O:19][CH3:20])[CH2:10]2)=[CH:6][CH:7]=1. (3) Given the reactants [CH3:1][S:2]([C:5]1[CH:10]=[CH:9][C:8]([OH:11])=[CH:7][CH:6]=1)(=[O:4])=[O:3].[CH2:12]([CH:14]1[O:16][CH2:15]1)Cl, predict the reaction product. The product is: [CH3:1][S:2]([C:5]1[CH:10]=[CH:9][C:8]([O:11][CH2:12][CH:14]2[CH2:15][O:16]2)=[CH:7][CH:6]=1)(=[O:3])=[O:4]. (4) Given the reactants [I:1]I.[I-].[Na+].[C:5]([O:9][C:10]([C:12]1[NH:16][C:15]([CH3:17])=[C:14](C(O)=O)[C:13]=1[CH:21]([CH3:23])[CH3:22])=[O:11])([CH3:8])([CH3:7])[CH3:6].C(=O)(O)[O-].[Na+].ClC(Cl)C.O, predict the reaction product. The product is: [I:1][C:14]1[C:13]([CH:21]([CH3:23])[CH3:22])=[C:12]([C:10]([O:9][C:5]([CH3:8])([CH3:7])[CH3:6])=[O:11])[NH:16][C:15]=1[CH3:17]. (5) The product is: [OH:7][NH:6][C:4]([CH3:9])([C:2]([NH:10][OH:11])([CH3:3])[CH3:1])[CH3:5]. Given the reactants [CH3:1][C:2]([N+:10]([O-])=[O:11])([C:4]([CH3:9])([N+:6]([O-])=[O:7])[CH3:5])[CH3:3].[NH4+].[Cl-], predict the reaction product. (6) The product is: [NH2:1][C:2]1[C:7]([N+:8]([O-:10])=[O:9])=[CH:6][CH:5]=[C:4]([O:13][CH3:12])[CH:3]=1. Given the reactants [NH2:1][C:2]1[C:7]([N+:8]([O-:10])=[O:9])=[CH:6][CH:5]=[CH:4][C:3]=1O.[C:12](=O)([O-])[O-:13].[Cs+].[Cs+].CI, predict the reaction product. (7) Given the reactants [F:1][C:2]1[C:7]([CH:8]2[CH2:13][CH2:12][NH:11][CH2:10][CH2:9]2)=[N:6][CH:5]=[CH:4][N:3]=1.C(N(CC)CC)C.[C:21](Cl)(=[O:23])[CH3:22], predict the reaction product. The product is: [F:1][C:2]1[C:7]([CH:8]2[CH2:13][CH2:12][N:11]([C:21](=[O:23])[CH3:22])[CH2:10][CH2:9]2)=[N:6][CH:5]=[CH:4][N:3]=1.